Task: Regression. Given two drug SMILES strings and cell line genomic features, predict the synergy score measuring deviation from expected non-interaction effect.. Dataset: NCI-60 drug combinations with 297,098 pairs across 59 cell lines (1) Drug 1: CC1OCC2C(O1)C(C(C(O2)OC3C4COC(=O)C4C(C5=CC6=C(C=C35)OCO6)C7=CC(=C(C(=C7)OC)O)OC)O)O. Drug 2: C1CC(CNC1)C2=CC=C(C=C2)N3C=C4C=CC=C(C4=N3)C(=O)N. Cell line: NCIH23. Synergy scores: CSS=6.44, Synergy_ZIP=-24.7, Synergy_Bliss=-54.4, Synergy_Loewe=-54.5, Synergy_HSA=-50.0. (2) Drug 1: C1C(C(OC1N2C=NC3=C(N=C(N=C32)Cl)N)CO)O. Drug 2: C1CC(C1)(C(=O)O)C(=O)O.[NH2-].[NH2-].[Pt+2]. Cell line: MDA-MB-231. Synergy scores: CSS=38.6, Synergy_ZIP=-0.759, Synergy_Bliss=0.433, Synergy_Loewe=2.70, Synergy_HSA=3.71. (3) Drug 1: C1=NC2=C(N1)C(=S)N=C(N2)N. Drug 2: C1C(C(OC1N2C=NC3=C2NC=NCC3O)CO)O. Cell line: SW-620. Synergy scores: CSS=11.0, Synergy_ZIP=-6.23, Synergy_Bliss=-0.951, Synergy_Loewe=-13.0, Synergy_HSA=-2.13. (4) Synergy scores: CSS=41.3, Synergy_ZIP=3.49, Synergy_Bliss=0.694, Synergy_Loewe=-30.4, Synergy_HSA=-3.52. Drug 2: CC1=C(C(=O)C2=C(C1=O)N3CC4C(C3(C2COC(=O)N)OC)N4)N. Drug 1: CCN(CC)CCNC(=O)C1=C(NC(=C1C)C=C2C3=C(C=CC(=C3)F)NC2=O)C. Cell line: NCI-H460. (5) Drug 1: CC1=C(C=C(C=C1)C(=O)NC2=CC(=CC(=C2)C(F)(F)F)N3C=C(N=C3)C)NC4=NC=CC(=N4)C5=CN=CC=C5. Drug 2: COCCOC1=C(C=C2C(=C1)C(=NC=N2)NC3=CC=CC(=C3)C#C)OCCOC.Cl. Cell line: NCI-H322M. Synergy scores: CSS=20.8, Synergy_ZIP=3.87, Synergy_Bliss=2.51, Synergy_Loewe=-4.15, Synergy_HSA=3.22. (6) Drug 1: CCC1=C2CN3C(=CC4=C(C3=O)COC(=O)C4(CC)O)C2=NC5=C1C=C(C=C5)O. Drug 2: CCCCC(=O)OCC(=O)C1(CC(C2=C(C1)C(=C3C(=C2O)C(=O)C4=C(C3=O)C=CC=C4OC)O)OC5CC(C(C(O5)C)O)NC(=O)C(F)(F)F)O. Cell line: DU-145. Synergy scores: CSS=41.4, Synergy_ZIP=-11.0, Synergy_Bliss=-11.3, Synergy_Loewe=-6.76, Synergy_HSA=-5.86. (7) Drug 1: COC1=C(C=C2C(=C1)N=CN=C2NC3=CC(=C(C=C3)F)Cl)OCCCN4CCOCC4. Drug 2: C1CC(=O)NC(=O)C1N2C(=O)C3=CC=CC=C3C2=O. Cell line: SW-620. Synergy scores: CSS=7.68, Synergy_ZIP=-2.01, Synergy_Bliss=0.982, Synergy_Loewe=1.14, Synergy_HSA=1.95.